From a dataset of Forward reaction prediction with 1.9M reactions from USPTO patents (1976-2016). Predict the product of the given reaction. (1) Given the reactants Cl[C:2]1[CH:3]=[C:4]([C:9]2[N:13]3[C:14]4[N:22]=[C:21]([O:23][CH3:24])[CH:20]=[CH:19][C:15]=4[N:16]=[C:17]([CH3:18])[C:12]3=[C:11]([CH3:25])[N:10]=2)[CH:5]=[C:6](Cl)[CH:7]=1.[CH3:26]C1C=CC(B(O)O)=CC=1.C([O-])([O-])=O.[K+].[K+], predict the reaction product. The product is: [CH3:24][O:23][C:21]1[CH:20]=[CH:19][C:15]2[N:16]=[C:17]([CH3:18])[C:12]3[N:13]([C:9]([C:4]4[CH:5]=[CH:6][C:7]([CH3:26])=[CH:2][CH:3]=4)=[N:10][C:11]=3[CH3:25])[C:14]=2[N:22]=1. (2) Given the reactants [Si:1]([O:18][CH2:19][CH2:20][O:21][C:22]1[CH:27]=[CH:26][C:25]([CH2:28][CH2:29][C:30](OCC)=[O:31])=[C:24]([O:35][C:36]2[C:41]([Cl:42])=[CH:40][C:39]([C:43]([F:46])([F:45])[F:44])=[CH:38][N:37]=2)[CH:23]=1)([C:14]([CH3:17])([CH3:16])[CH3:15])([C:8]1[CH:13]=[CH:12][CH:11]=[CH:10][CH:9]=1)[C:2]1[CH:7]=[CH:6][CH:5]=[CH:4][CH:3]=1.[H-].C([Al+]CC(C)C)C(C)C, predict the reaction product. The product is: [Si:1]([O:18][CH2:19][CH2:20][O:21][C:22]1[CH:27]=[CH:26][C:25]([CH2:28][CH2:29][CH2:30][OH:31])=[C:24]([O:35][C:36]2[C:41]([Cl:42])=[CH:40][C:39]([C:43]([F:46])([F:45])[F:44])=[CH:38][N:37]=2)[CH:23]=1)([C:14]([CH3:15])([CH3:16])[CH3:17])([C:8]1[CH:13]=[CH:12][CH:11]=[CH:10][CH:9]=1)[C:2]1[CH:3]=[CH:4][CH:5]=[CH:6][CH:7]=1. (3) Given the reactants [CH3:1][C@:2]12[C:8]([CH3:10])([CH3:9])[C@H:5]([CH2:6][CH2:7]1)[C:4](=O)[C:3]2=O.COP([CH2:19][C:20](=O)[C:21]([CH3:24])([CH3:23])[CH3:22])(=O)OC.O.[NH2:27][NH2:28], predict the reaction product. The product is: [C:21]([C:20]1[N:27]=[N:28][C:3]2[C@@:2]3([CH3:1])[C:8]([CH3:10])([CH3:9])[C@@H:5]([C:4]=2[CH:19]=1)[CH2:6][CH2:7]3)([CH3:24])([CH3:23])[CH3:22]. (4) Given the reactants C([SiH](CC)CC)C.[CH2:8]([O:15][C:16]1[CH:21]=[CH:20][CH:19]=[CH:18][C:17]=1[CH:22]([C:24]1[CH:29]=[CH:28][C:27]([Cl:30])=[CH:26][CH:25]=1)O)[C:9]1[CH:14]=[CH:13][CH:12]=[CH:11][CH:10]=1.O, predict the reaction product. The product is: [CH2:8]([O:15][C:16]1[CH:21]=[CH:20][CH:19]=[CH:18][C:17]=1[CH2:22][C:24]1[CH:29]=[CH:28][C:27]([Cl:30])=[CH:26][CH:25]=1)[C:9]1[CH:10]=[CH:11][CH:12]=[CH:13][CH:14]=1. (5) Given the reactants [C:1]([C:3]1[CH:4]=[N:5][CH:6]=[CH:7][CH:8]=1)#[CH:2].ClC1C=C(C=CC=1)C(OO)=[O:14].[OH-].[Ca+2].[OH-], predict the reaction product. The product is: [C:1]([C:3]1[CH:4]=[N+:5]([O-:14])[CH:6]=[CH:7][CH:8]=1)#[CH:2]. (6) Given the reactants [NH2:1][CH2:2][CH2:3][CH2:4][CH2:5][CH2:6][CH2:7][N:8]1[CH2:13][CH2:12][CH:11]([C:14]2[CH:15]=[C:16]([NH:20][C:21](=[O:25])[CH:22]([CH3:24])[CH3:23])[CH:17]=[CH:18][CH:19]=2)[CH2:10][CH2:9]1.[C:26]1([N:32]=[C:33]=[O:34])[CH:31]=[CH:30][CH:29]=[CH:28][CH:27]=1, predict the reaction product. The product is: [NH:32]([C:33]([NH:1][CH2:2][CH2:3][CH2:4][CH2:5][CH2:6][CH2:7][N:8]1[CH2:13][CH2:12][CH:11]([C:14]2[CH:15]=[C:16]([NH:20][C:21](=[O:25])[CH:22]([CH3:23])[CH3:24])[CH:17]=[CH:18][CH:19]=2)[CH2:10][CH2:9]1)=[O:34])[C:26]1[CH:31]=[CH:30][CH:29]=[CH:28][CH:27]=1. (7) Given the reactants CCOCC.Cl[C:7]1[N:12]=[C:11]([Cl:13])[C:10]([C:14]([F:17])([F:16])[F:15])=[CH:9][N:8]=1.[NH2:18][C:19]1[CH:33]=[CH:32][C:22]([CH2:23][P:24](=[O:31])([O:28][CH2:29][CH3:30])[O:25][CH2:26][CH3:27])=[CH:21][C:20]=1[O:34][CH3:35].C(N(CC)CC)C, predict the reaction product. The product is: [Cl:13][C:11]1[C:10]([C:14]([F:17])([F:16])[F:15])=[CH:9][N:8]=[C:7]([NH:18][C:19]2[CH:33]=[CH:32][C:22]([CH2:23][P:24](=[O:31])([O:28][CH2:29][CH3:30])[O:25][CH2:26][CH3:27])=[CH:21][C:20]=2[O:34][CH3:35])[N:12]=1. (8) Given the reactants [C@@H:1]1([N:9]2[CH:16]=[CH:15][C:13](=[O:14])[NH:12][C:10]2=[O:11])[O:8][C@H:5]([CH2:6][OH:7])[C@@H:3]([OH:4])[CH2:2]1.CN(C=O)C.[CH:22]([O:35][Si:36](Cl)([O:42][Si:43]([CH3:46])([CH3:45])[CH3:44])[O:37][Si:38]([CH3:41])([CH3:40])[CH3:39])([C:29]1[CH:34]=[CH:33][CH:32]=[CH:31][CH:30]=1)[C:23]1[CH:28]=[CH:27][CH:26]=[CH:25][CH:24]=1.[SiH3]Cl, predict the reaction product. The product is: [CH:22]([O:35][Si:36]([O:42][Si:43]([CH3:46])([CH3:45])[CH3:44])([O:37][Si:38]([CH3:39])([CH3:41])[CH3:40])[O:7][CH2:6][C@H:5]1[O:8][C@@H:1]([N:9]2[CH:16]=[CH:15][C:13](=[O:14])[NH:12][C:10]2=[O:11])[CH2:2][C@@H:3]1[OH:4])([C:29]1[CH:34]=[CH:33][CH:32]=[CH:31][CH:30]=1)[C:23]1[CH:24]=[CH:25][CH:26]=[CH:27][CH:28]=1. (9) Given the reactants CS[C:3]1[S:4]/[C:5](=[CH:9]\[C:10]2[CH:11]=[C:12]3[C:17](=[CH:18][CH:19]=2)[N:16]=[CH:15][CH:14]=[CH:13]3)/[C:6](=[O:8])[N:7]=1.[NH2:20][C:21]1[CH:26]=[CH:25][C:24]([CH2:27][CH2:28][NH2:29])=[CH:23][CH:22]=1.CCN(C(C)C)C(C)C, predict the reaction product. The product is: [NH2:20][C:21]1[CH:26]=[CH:25][C:24]([CH2:27][CH2:28][NH:29][C:3]2[S:4]/[C:5](=[CH:9]\[C:10]3[CH:11]=[C:12]4[C:17](=[CH:18][CH:19]=3)[N:16]=[CH:15][CH:14]=[CH:13]4)/[C:6](=[O:8])[N:7]=2)=[CH:23][CH:22]=1.